From a dataset of Catalyst prediction with 721,799 reactions and 888 catalyst types from USPTO. Predict which catalyst facilitates the given reaction. (1) Reactant: [C:1]([C:5]1[CH:10]=[CH:9][C:8]([C:11](=[O:15])[CH2:12][CH2:13]Cl)=[CH:7][CH:6]=1)([CH3:4])([CH3:3])[CH3:2]. Product: [C:1]([C:5]1[CH:10]=[C:9]2[C:8](=[CH:7][CH:6]=1)[C:11](=[O:15])[CH2:12][CH2:13]2)([CH3:4])([CH3:3])[CH3:2]. The catalyst class is: 82. (2) Reactant: [CH:1]1[C:14]2[C:5](=[CH:6][C:7]3[C:12]([C:13]=2[C:15]2[NH:16][C:17]4[C:18]([N:31]=2)=[C:19]2[C:24](=[C:25]5[C:30]=4[CH:29]=[CH:28][CH:27]=[N:26]5)[N:23]=[CH:22][CH:21]=[CH:20]2)=[CH:11][CH:10]=[CH:9][CH:8]=3)[CH:4]=[CH:3][CH:2]=1.[H-].[Na+].I[CH3:35].CO. Product: [CH3:35][N:31]1[C:18]2[C:17](=[C:30]3[C:25](=[C:24]4[C:19]=2[CH:20]=[CH:21][CH:22]=[N:23]4)[N:26]=[CH:27][CH:28]=[CH:29]3)[N:16]=[C:15]1[C:13]1[C:12]2[C:7]([CH:6]=[C:5]3[C:14]=1[CH:1]=[CH:2][CH:3]=[CH:4]3)=[CH:8][CH:9]=[CH:10][CH:11]=2. The catalyst class is: 9. (3) Reactant: Cl.[NH2:2][C:3]1([CH3:22])[CH2:7][CH2:6][CH2:5][CH:4]1[NH:8][C:9](=[O:21])[C:10]1[CH:15]=[CH:14][CH:13]=[CH:12][C:11]=1[N:16]1[N:20]=[CH:19][CH:18]=[N:17]1.Br[C:24]1[CH:29]=[CH:28][C:27]([O:30][C:31]([F:34])([F:33])[F:32])=[CH:26][N:25]=1.C1C=CC(P(C2C(C3C(P(C4C=CC=CC=4)C4C=CC=CC=4)=CC=C4C=3C=CC=C4)=C3C(C=CC=C3)=CC=2)C2C=CC=CC=2)=CC=1.CC(C)([O-])C.[Na+]. Product: [CH3:22][C:3]1([NH:2][C:24]2[CH:29]=[CH:28][C:27]([O:30][C:31]([F:32])([F:34])[F:33])=[CH:26][N:25]=2)[CH2:7][CH2:6][CH2:5][CH:4]1[NH:8][C:9](=[O:21])[C:10]1[CH:15]=[CH:14][CH:13]=[CH:12][C:11]=1[N:16]1[N:17]=[CH:18][CH:19]=[N:20]1. The catalyst class is: 101. (4) Reactant: [CH3:1][C:2]1[N:3]=[C:4]([NH:20][C:21]([N:23]2[CH:27]=[CH:26]N=C2)=[O:22])[S:5][C:6]=1[C:7]1[N:8]=[C:9]([C:12]([N:14]2[CH2:19][CH2:18][O:17][CH2:16][CH2:15]2)=[O:13])[S:10][CH:11]=1.[CH3:28][O:29]CCN. Product: [CH3:28][O:29][CH2:26][CH2:27][NH:23][C:21]([NH:20][C:4]1[S:5][C:6]([C:7]2[N:8]=[C:9]([C:12]([N:14]3[CH2:15][CH2:16][O:17][CH2:18][CH2:19]3)=[O:13])[S:10][CH:11]=2)=[C:2]([CH3:1])[N:3]=1)=[O:22]. The catalyst class is: 3. (5) Reactant: [CH3:1][C:2]1[CH:7]=[C:6]([NH:8][CH2:9][C:10]2[CH:15]=[CH:14][C:13]([C:16]([F:19])([F:18])[F:17])=[CH:12][CH:11]=2)[CH:5]=[C:4]([CH3:20])[C:3]=1[NH:21][C:22](=[O:24])[CH3:23].C=O.[C:27]([BH3-])#N.[Na+]. Product: [CH3:1][C:2]1[CH:7]=[C:6]([N:8]([CH3:27])[CH2:9][C:10]2[CH:15]=[CH:14][C:13]([C:16]([F:18])([F:19])[F:17])=[CH:12][CH:11]=2)[CH:5]=[C:4]([CH3:20])[C:3]=1[NH:21][C:22](=[O:24])[CH3:23]. The catalyst class is: 130. (6) Reactant: [OH:1][CH:2]([C:4]1[C:5]([NH:12][C:13]2[CH:14]=[C:15]([NH:19][C:20](=[O:26])[O:21][C:22]([CH3:25])([CH3:24])[CH3:23])[CH:16]=[CH:17][CH:18]=2)=[N:6][C:7]([S:10][CH3:11])=[N:8][CH:9]=1)[CH3:3].C[N+]1([O-])CCOCC1.CO.CCOC(C)=O. Product: [C:2]([C:4]1[C:5]([NH:12][C:13]2[CH:14]=[C:15]([NH:19][C:20](=[O:26])[O:21][C:22]([CH3:25])([CH3:24])[CH3:23])[CH:16]=[CH:17][CH:18]=2)=[N:6][C:7]([S:10][CH3:11])=[N:8][CH:9]=1)(=[O:1])[CH3:3]. The catalyst class is: 678.